Dataset: Catalyst prediction with 721,799 reactions and 888 catalyst types from USPTO. Task: Predict which catalyst facilitates the given reaction. Reactant: C[O:2][C:3](=[O:23])[CH2:4][CH2:5][C:6]1([CH3:22])[CH2:15][CH2:14][C:13]2[C:8](=[C:9]3[CH:20]4[CH2:21][CH:17]([CH2:18][CH2:19]4)[C:10]3=[C:11]([OH:16])[CH:12]=2)[O:7]1.[OH-].[Na+].O1CCOCC1.Cl. Product: [OH:16][C:11]1[CH:12]=[C:13]2[C:8](=[C:9]3[CH:20]4[CH2:21][CH:17]([CH2:18][CH2:19]4)[C:10]=13)[O:7][C:6]([CH2:5][CH2:4][C:3]([OH:23])=[O:2])([CH3:22])[CH2:15][CH2:14]2. The catalyst class is: 84.